This data is from Reaction yield outcomes from USPTO patents with 853,638 reactions. The task is: Predict the reaction yield, written as a fraction of the theoretical maximum amount of product (1.0 means a 100% yield; for example, 0.34 means a 34% yield). (1) The reactants are [OH:1][N:2]1[C:7]([CH3:9])([CH3:8])[CH2:6][CH:5]([O:10][CH2:11][C:12]2[CH:17]=[C:16]([O:18][CH3:19])[C:15]([O:20][CH3:21])=[C:14]([O:22][CH3:23])[CH:13]=2)[CH2:4][C:3]1([CH3:25])[CH3:24].[ClH:26]. The catalyst is CC(O)C. The product is [ClH:26].[OH:1][N:2]1[C:3]([CH3:25])([CH3:24])[CH2:4][CH:5]([O:10][CH2:11][C:12]2[CH:13]=[C:14]([O:22][CH3:23])[C:15]([O:20][CH3:21])=[C:16]([O:18][CH3:19])[CH:17]=2)[CH2:6][C:7]1([CH3:9])[CH3:8]. The yield is 0.500. (2) The reactants are Br[C:2]1[CH:11]=[N:10][C:9]2[C:4](=[CH:5][CH:6]=[C:7]([OH:21])[C:8]=2[C:12]([NH:14][CH2:15][C:16]([O:18][CH2:19][CH3:20])=[O:17])=[O:13])[N:3]=1.[F:22][C:23]1[CH:24]=[C:25](B(O)O)[CH:26]=[CH:27][CH:28]=1.C(=O)([O-])[O-].[K+].[K+]. The catalyst is O1CCOCC1.O.C1C=CC([P]([Pd]([P](C2C=CC=CC=2)(C2C=CC=CC=2)C2C=CC=CC=2)([P](C2C=CC=CC=2)(C2C=CC=CC=2)C2C=CC=CC=2)[P](C2C=CC=CC=2)(C2C=CC=CC=2)C2C=CC=CC=2)(C2C=CC=CC=2)C2C=CC=CC=2)=CC=1. The product is [F:22][C:23]1[CH:28]=[C:27]([C:2]2[CH:11]=[N:10][C:9]3[C:4](=[CH:5][CH:6]=[C:7]([OH:21])[C:8]=3[C:12]([NH:14][CH2:15][C:16]([O:18][CH2:19][CH3:20])=[O:17])=[O:13])[N:3]=2)[CH:26]=[CH:25][CH:24]=1. The yield is 1.15.